Predict which catalyst facilitates the given reaction. From a dataset of Catalyst prediction with 721,799 reactions and 888 catalyst types from USPTO. (1) Reactant: [ClH:1].O[CH:3]([C:22]1[C:23]([NH:28][C:29](=[O:34])C(C)(C)C)=[N:24][CH:25]=[CH:26][CH:27]=1)[CH:4]([CH:9]1[CH2:14][CH2:13][N:12](C(OC(C)(C)C)=O)[CH2:11][CH2:10]1)C(OC)=O. Product: [ClH:1].[ClH:1].[NH:12]1[CH2:11][CH2:10][CH:9]([C:4]2[C:29](=[O:34])[NH:28][C:23]3[C:22]([CH:3]=2)=[CH:27][CH:26]=[CH:25][N:24]=3)[CH2:14][CH2:13]1. The catalyst class is: 6. (2) Reactant: C(OC([N:8]1[CH2:13][CH2:12][C:11]([NH:29][C:30]([O:32][CH2:33][CH:34]=[CH2:35])=[O:31])([C:14](=[O:28])[NH:15][C:16]2[C:25]3[C:20](=[CH:21][CH:22]=[C:23]([O:26][CH3:27])[N:24]=3)[N:19]=[CH:18][CH:17]=2)[CH2:10][CH2:9]1)=O)(C)(C)C. Product: [CH2:33]([O:32][C:30](=[O:31])[NH:29][C:11]1([C:14](=[O:28])[NH:15][C:16]2[C:25]3[C:20](=[CH:21][CH:22]=[C:23]([O:26][CH3:27])[N:24]=3)[N:19]=[CH:18][CH:17]=2)[CH2:12][CH2:13][NH:8][CH2:9][CH2:10]1)[CH:34]=[CH2:35]. The catalyst class is: 55. (3) Reactant: [O:1]=[C:2]1[C:11]2[NH:12][CH:13]=[C:14]([C:15]([OH:17])=O)[C:10]=2[C:9]2[CH:8]=[CH:7][CH:6]=[CH:5][C:4]=2[NH:3]1.[CH3:18][N:19]1CCOCC1.Cl.CN. Product: [CH3:18][NH:19][C:15]([C:14]1[C:10]2[C:9]3[CH:8]=[CH:7][CH:6]=[CH:5][C:4]=3[NH:3][C:2](=[O:1])[C:11]=2[NH:12][CH:13]=1)=[O:17]. The catalyst class is: 27. (4) Reactant: [CH3:1][N:2]1[C:7]2[N:8]=[CH:9][C:10](B3OC(C)(C)C(C)(C)O3)=[CH:11][C:6]=2[C:5](=[O:21])[N:4]([CH2:22][CH2:23][CH2:24][O:25][CH:26]2[CH2:31][CH2:30][CH2:29][CH2:28][O:27]2)[C:3]1=[O:32].[OH:33]O. Product: [OH:33][C:10]1[CH:9]=[N:8][C:7]2[N:2]([CH3:1])[C:3](=[O:32])[N:4]([CH2:22][CH2:23][CH2:24][O:25][CH:26]3[CH2:31][CH2:30][CH2:29][CH2:28][O:27]3)[C:5](=[O:21])[C:6]=2[CH:11]=1. The catalyst class is: 5. (5) Reactant: S(O)(O)(=O)=O.[NH2:6][C:7]1[C:12]([NH2:13])=[C:11]([NH2:14])[N:10]=[CH:9][N:8]=1.C(=O)(O)[O-].[Na+].C(=O)=O.[OH:23][C:24]1[CH:25]=[C:26]([C:30]([C:32]([C:34]2[CH:39]=[CH:38][CH:37]=[C:36]([OH:40])[CH:35]=2)=O)=O)[CH:27]=[CH:28][CH:29]=1. Product: [OH:23][C:24]1[CH:25]=[C:26]([C:30]2[N:13]=[C:12]3[C:11](=[N:14][C:32]=2[C:34]2[CH:39]=[CH:38][CH:37]=[C:36]([OH:40])[CH:35]=2)[N:10]=[CH:9][N:8]=[C:7]3[NH2:6])[CH:27]=[CH:28][CH:29]=1. The catalyst class is: 6. (6) Reactant: [F:1][C:2]1([F:28])[CH2:7][CH2:6][CH:5]([CH2:8][NH:9][C:10]([C:12]2[C:13]3[CH:14]=[CH:15][C:16]([C:23]4[CH2:27][CH2:26][CH2:25][CH:24]=4)=[N:17][C:18]=3[CH:19]=[CH:20][C:21]=2[Cl:22])=[O:11])[CH2:4][CH2:3]1.C([SiH](CC)CC)C. Product: [F:28][C:2]1([F:1])[CH2:3][CH2:4][CH:5]([CH2:8][NH:9][C:10]([C:12]2[C:13]3[CH:14]=[CH:15][C:16]([CH:23]4[CH2:24][CH2:25][CH2:26][CH2:27]4)=[N:17][C:18]=3[CH:19]=[CH:20][C:21]=2[Cl:22])=[O:11])[CH2:6][CH2:7]1. The catalyst class is: 19.